From a dataset of Catalyst prediction with 721,799 reactions and 888 catalyst types from USPTO. Predict which catalyst facilitates the given reaction. (1) Reactant: C(OC(=O)[NH:7][C:8]1[CH:13]=[CH:12][C:11]([C:14]#[C:15][C:16]2[CH:21]=[CH:20][C:19]([O:22][C:23]([F:26])([F:25])[F:24])=[CH:18][CH:17]=2)=[CH:10][C:9]=1[NH:27][C:28](=[O:40])[CH2:29][C:30]([C:32]1[CH:37]=[CH:36][CH:35]=[C:34]([C:38]#[N:39])[CH:33]=1)=O)(C)(C)C.C(O)(C(F)(F)F)=O. Product: [O:40]=[C:28]1[CH2:29][C:30]([C:32]2[CH:33]=[C:34]([CH:35]=[CH:36][CH:37]=2)[C:38]#[N:39])=[N:7][C:8]2[CH:13]=[CH:12][C:11]([C:14]#[C:15][C:16]3[CH:21]=[CH:20][C:19]([O:22][C:23]([F:24])([F:25])[F:26])=[CH:18][CH:17]=3)=[CH:10][C:9]=2[NH:27]1. The catalyst class is: 2. (2) Reactant: C(N(CC)CC)C.[C:8]1([CH3:18])[CH:13]=[CH:12][C:11]([S:14](Cl)(=[O:16])=[O:15])=[CH:10][CH:9]=1.Cl.CN(C)C.[CH3:24][C:25]([CH2:31][CH2:32][CH2:33][CH:34]([CH3:46])[CH2:35][CH2:36][CH2:37][CH:38]([CH3:45])[CH2:39][CH2:40][CH2:41][CH:42]([CH3:44])[CH3:43])=[CH:26][CH2:27][CH2:28][CH2:29][OH:30].CN(C)CCCN. Product: [CH3:24][C:25]([CH2:31][CH2:32][CH2:33][CH:34]([CH3:46])[CH2:35][CH2:36][CH2:37][CH:38]([CH3:45])[CH2:39][CH2:40][CH2:41][CH:42]([CH3:44])[CH3:43])=[CH:26][CH2:27][CH2:28][CH2:29][O:30][S:14]([C:11]1[CH:12]=[CH:13][C:8]([CH3:18])=[CH:9][CH:10]=1)(=[O:16])=[O:15]. The catalyst class is: 124. (3) Reactant: F[C:2]1[CH:7]=[C:6]([N+:8]([O-:10])=[O:9])[CH:5]=[CH:4][C:3]=1[C:11]1[C:16]([CH2:17][OH:18])=[CH:15][N:14]=[C:13]([NH:19][C:20](=[O:22])[CH3:21])[CH:12]=1.[H-].[Na+]. Product: [N+:8]([C:6]1[CH:7]=[CH:2][C:3]2[C:11]3[C:16](=[CH:15][N:14]=[C:13]([NH:19][C:20](=[O:22])[CH3:21])[CH:12]=3)[CH2:17][O:18][C:4]=2[CH:5]=1)([O-:10])=[O:9]. The catalyst class is: 1. (4) Reactant: O1C2C=CC=CC=2C=C1[C:10]([CH:12]1[CH2:18][CH2:17][CH2:16][C:15]2[CH:19]=[C:20]([N:23]3[CH2:27][C@H:26]([CH2:28][NH:29][C:30](=[O:32])[CH3:31])[O:25][C:24]3=[O:33])[CH:21]=[CH:22][C:14]=2[C:13]1=O)=O.[OH2:35].[NH2:36][NH2:37]. Product: [O:35]1[C:15]2[CH:19]=[CH:20][CH:21]=[CH:22][C:14]=2[CH:13]=[C:12]1[N:36]1[C:13]2[C:14]3[CH:22]=[CH:21][C:20]([N:23]4[CH2:27][C@H:26]([CH2:28][NH:29][C:30](=[O:32])[CH3:31])[O:25][C:24]4=[O:33])=[CH:19][C:15]=3[CH2:16][CH2:17][CH2:18][C:12]=2[CH:10]=[N:37]1. The catalyst class is: 8. (5) Reactant: [F:1][C:2]([F:25])([F:24])[O:3][C:4]1[CH:9]=[CH:8][C:7]([N:10]2[CH:14]=[N:13][C:12]([C:15]3[CH:20]=[CH:19][C:18]([N+:21]([O-])=O)=[CH:17][CH:16]=3)=[N:11]2)=[CH:6][CH:5]=1.C1C(=O)N(Br)C(=O)C1.CSC.[N+](C1C=CC(C=NNC2C=CC(OC(F)(F)F)=CC=2)=CC=1)([O-])=O.[Br-].N1C=NN=N1.C(N(CC)CC)C. Product: [F:25][C:2]([F:1])([F:24])[O:3][C:4]1[CH:5]=[CH:6][C:7]([N:10]2[CH:14]=[N:13][C:12]([C:15]3[CH:20]=[CH:19][C:18]([NH2:21])=[CH:17][CH:16]=3)=[N:11]2)=[CH:8][CH:9]=1. The catalyst class is: 497. (6) Reactant: [Br:1][C:2]1[CH:7]=[CH:6][C:5]([C@@H:8]2[CH2:13][C:12](=[O:14])[CH2:11][CH2:10][C@H:9]2[C:15]([O-:17])=[O:16])=[CH:4][CH:3]=1.C1([NH2+]C2CCCCC2)CCCCC1.OS([O-])(=O)=O.[Na+]. Product: [Br:1][C:2]1[CH:3]=[CH:4][C:5]([C@@H:8]2[CH2:13][C:12](=[O:14])[CH2:11][CH2:10][C@H:9]2[C:15]([OH:17])=[O:16])=[CH:6][CH:7]=1. The catalyst class is: 25. (7) Reactant: [C:1]1([NH:7][C:8](=[O:13])[CH:9]=[C:10]([CH3:12])[CH3:11])[CH:6]=[CH:5][CH:4]=[CH:3][CH:2]=1.[Cl-].[Al+3].[Cl-].[Cl-].C(Cl)Cl. Product: [CH3:12][C:10]1([CH3:11])[C:6]2[C:1](=[CH:2][CH:3]=[CH:4][CH:5]=2)[NH:7][C:8](=[O:13])[CH2:9]1. The catalyst class is: 6. (8) Reactant: [CH2:1]([N:3]1[C:7]2=[N:8][C:9]([CH2:27][CH3:28])=[C:10]([CH2:19][NH:20][C:21](=[O:26])[CH2:22][C:23](O)=[O:24])[C:11]([NH:12][CH:13]3[CH2:18][CH2:17][O:16][CH2:15][CH2:14]3)=[C:6]2[CH:5]=[N:4]1)[CH3:2].[Br:29][C:30]1[CH:31]=[C:32]([CH2:37][NH2:38])[CH:33]=[CH:34][C:35]=1[Cl:36].CN(C(ON1N=NC2C=CC=NC1=2)=[N+](C)C)C.F[P-](F)(F)(F)(F)F.C(N(CC)CC)C. Product: [Br:29][C:30]1[CH:31]=[C:32]([CH2:37][NH:38][C:23](=[O:24])[CH2:22][C:21]([NH:20][CH2:19][C:10]2[C:11]([NH:12][CH:13]3[CH2:14][CH2:15][O:16][CH2:17][CH2:18]3)=[C:6]3[CH:5]=[N:4][N:3]([CH2:1][CH3:2])[C:7]3=[N:8][C:9]=2[CH2:27][CH3:28])=[O:26])[CH:33]=[CH:34][C:35]=1[Cl:36]. The catalyst class is: 2. (9) Reactant: [H-].[Al+3].[Li+].[H-].[H-].[H-].[CH3:7][C:8]1[S:9][C:10]([C:17]2[CH:18]=[C:19]([CH3:23])[CH:20]=[CH:21][CH:22]=2)=[C:11]([C:13](OC)=[O:14])[N:12]=1.O. Product: [CH3:7][C:8]1[S:9][C:10]([C:17]2[CH:18]=[C:19]([CH3:23])[CH:20]=[CH:21][CH:22]=2)=[C:11]([CH2:13][OH:14])[N:12]=1. The catalyst class is: 1.